Dataset: Full USPTO retrosynthesis dataset with 1.9M reactions from patents (1976-2016). Task: Predict the reactants needed to synthesize the given product. (1) Given the product [Br:1][C:2]1[CH:3]=[C:4]([CH:7]=[C:8]([N+:10]([O-:12])=[O:11])[CH:9]=1)[CH2:5][O:6][Si:13]([C:16]([CH3:19])([CH3:18])[CH3:17])([CH3:15])[CH3:14], predict the reactants needed to synthesize it. The reactants are: [Br:1][C:2]1[CH:3]=[C:4]([CH:7]=[C:8]([N+:10]([O-:12])=[O:11])[CH:9]=1)[CH2:5][OH:6].[Si:13](Cl)([C:16]([CH3:19])([CH3:18])[CH3:17])([CH3:15])[CH3:14].N1C=CN=C1. (2) Given the product [Cl:30][C:20]1[CH:21]=[C:22]([O:24][CH2:25][CH:26]=[C:27]([Cl:29])[Cl:28])[CH:23]=[C:2]([Cl:1])[C:3]=1[O:4][CH2:5][CH2:6][CH2:7][O:8][C:9]1[CH:14]=[CH:13][C:12]([C:15]2[N:16]=[N:17][N:18]([CH2:31][CH3:32])[N:19]=2)=[CH:11][CH:10]=1, predict the reactants needed to synthesize it. The reactants are: [Cl:1][C:2]1[CH:23]=[C:22]([O:24][CH2:25][CH:26]=[C:27]([Cl:29])[Cl:28])[CH:21]=[C:20]([Cl:30])[C:3]=1[O:4][CH2:5][CH2:6][CH2:7][O:8][C:9]1[CH:14]=[CH:13][C:12]([C:15]2[N:16]=[N:17][NH:18][N:19]=2)=[CH:11][CH:10]=1.[CH2:31](I)[CH3:32].C(=O)([O-])[O-].[K+].[K+]. (3) Given the product [OH:5][C@H:6]([C@H:20]1[O:25][CH2:24][CH2:23][N:22]([C:26]2[CH:27]=[CH:28][C:29]([CH3:32])=[CH:30][CH:31]=2)[C:21]1=[O:33])[C:7]1[NH:8][C:9]2[C:14]([C:15](=[O:17])[N:16]=1)=[CH:13][C:12]([C:18](=[NH:19])[O:3][CH2:1][CH3:2])=[CH:11][CH:10]=2, predict the reactants needed to synthesize it. The reactants are: [C:1](Cl)(=[O:3])[CH3:2].[OH:5][C@H:6]([C@H:20]1[O:25][CH2:24][CH2:23][N:22]([C:26]2[CH:31]=[CH:30][C:29]([CH3:32])=[CH:28][CH:27]=2)[C:21]1=[O:33])[C:7]1[NH:8][C:9]2[C:14]([C:15](=[O:17])[N:16]=1)=[CH:13][C:12]([C:18]#[N:19])=[CH:11][CH:10]=2. (4) Given the product [Cl:47][CH2:13][C:11]1[O:12][C:8]([CH2:7][O:6][Si:5]([C:1]([CH3:4])([CH3:2])[CH3:3])([C:21]2[CH:22]=[CH:23][CH:24]=[CH:25][CH:26]=2)[C:15]2[CH:20]=[CH:19][CH:18]=[CH:17][CH:16]=2)=[CH:9][N:10]=1, predict the reactants needed to synthesize it. The reactants are: [C:1]([Si:5]([C:21]1[CH:26]=[CH:25][CH:24]=[CH:23][CH:22]=1)([C:15]1[CH:20]=[CH:19][CH:18]=[CH:17][CH:16]=1)[O:6][CH2:7][C:8]1[O:12][C:11]([CH2:13]O)=[N:10][CH:9]=1)([CH3:4])([CH3:3])[CH3:2].C1C=CC(P(C2C=CC=CC=2)C2C=CC=CC=2)=CC=1.C(Cl)(Cl)(Cl)[Cl:47]. (5) Given the product [NH2:27][C:25]1[N:26]=[C:22]2[N:23]([C:14]([CH2:13][C:12]3[CH:29]=[CH:30][C:9]([O:8][CH2:1][C:2]4[CH:7]=[CH:6][CH:5]=[CH:4][CH:3]=4)=[C:10]([O:31][CH3:32])[CH:11]=3)=[N:15][C:16]3[CH:17]=[C:18]([NH:62][CH2:61][CH2:60][CH2:59][OH:58])[CH:19]=[CH:20][C:21]=32)[N:24]=1, predict the reactants needed to synthesize it. The reactants are: [CH2:1]([O:8][C:9]1[CH:30]=[CH:29][C:12]([CH2:13][C:14]2[N:23]3[N:24]=[C:25]([NH2:27])[N:26]=[C:22]3[C:21]3[CH:20]=[CH:19][C:18](F)=[CH:17][C:16]=3[N:15]=2)=[CH:11][C:10]=1[O:31][CH3:32])[C:2]1[CH:7]=[CH:6][CH:5]=[CH:4][CH:3]=1.O1C2C=CC(CC3N4N=C(N)N=C4C4C=CC(F)=CC=4N=3)=CC=2OC1.[OH:58][CH2:59][CH2:60][CH2:61][NH2:62]. (6) Given the product [CH3:11][O:10][C:8]1[CH:7]=[CH:6][C:3]([CH2:4][NH:12][C:13]2[CH:14]=[C:15]3[C:19]4=[C:20]([CH2:22][O:23][CH2:24][CH2:25][N:18]4[C@H:17]4[CH2:26][CH2:27][NH:28][CH2:29][C@@H:16]34)[CH:21]=2)=[C:2]([CH3:1])[CH:9]=1, predict the reactants needed to synthesize it. The reactants are: [CH3:1][C:2]1[CH:9]=[C:8]([O:10][CH3:11])[CH:7]=[CH:6][C:3]=1[CH:4]=O.[NH2:12][C:13]1[CH:14]=[C:15]2[C:19]3=[C:20]([CH2:22][O:23][CH2:24][CH2:25][N:18]3[C@H:17]3[CH2:26][CH2:27][N:28](C(OC(C)(C)C)=O)[CH2:29][C@@H:16]23)[CH:21]=1. (7) Given the product [P:1]([CH2:14][CH2:15][CH2:16][P:17]([CH2:26][CH2:25][CH2:24][P:27]([CH2:30][CH3:31])[CH2:28][CH3:29])[C:18]1[CH:19]=[CH:20][CH:21]=[CH:22][CH:23]=1)([C:2]1[CH:3]=[CH:4][CH:5]=[CH:6][CH:7]=1)[C:8]1[CH:13]=[CH:12][CH:11]=[CH:10][CH:9]=1, predict the reactants needed to synthesize it. The reactants are: [P:1]([CH2:14][CH2:15][CH2:16][PH:17][C:18]1[CH:23]=[CH:22][CH:21]=[CH:20][CH:19]=1)([C:8]1[CH:13]=[CH:12][CH:11]=[CH:10][CH:9]=1)[C:2]1[CH:7]=[CH:6][CH:5]=[CH:4][CH:3]=1.[CH2:24]([P:27]([CH2:30][CH3:31])[CH2:28][CH3:29])[CH:25]=[CH2:26].CC(N=NC(C#N)(C)C)(C#N)C.